From a dataset of Full USPTO retrosynthesis dataset with 1.9M reactions from patents (1976-2016). Predict the reactants needed to synthesize the given product. (1) Given the product [CH3:20][O:19][C:12]1[CH:11]=[C:10]([CH:8]2[CH2:4][O:9]2)[C:17]([CH3:18])=[CH:16][C:13]=1[C:14]#[N:15], predict the reactants needed to synthesize it. The reactants are: [H-].[Na+].[I-].[CH3:4][S+](C)C.[CH:8]([C:10]1[C:17]([CH3:18])=[CH:16][C:13]([C:14]#[N:15])=[C:12]([O:19][CH3:20])[CH:11]=1)=[O:9]. (2) Given the product [CH:11]([O:10][CH2:9][C:4]1[CH:5]=[C:6]([N:56]2[CH2:57][CH2:58][N:53]([CH3:52])[CH2:54][CH2:55]2)[N:7]=[C:2]([NH2:1])[N:3]=1)([CH3:13])[CH3:12], predict the reactants needed to synthesize it. The reactants are: [NH2:1][C:2]1[NH:7][C:6](=O)[CH:5]=[C:4]([CH2:9][O:10][CH:11]([CH3:13])[CH3:12])[N:3]=1.F[P-](F)(F)(F)(F)F.N1(O[P+](N(C)C)(N(C)C)N(C)C)C2C=CC=CC=2N=N1.C1CCN2C(=NCCC2)CC1.[CH3:52][N:53]1[CH2:58][CH2:57][NH:56][CH2:55][CH2:54]1. (3) Given the product [CH3:1][CH:2]([O:4][C:5]1[CH:6]=[C:7]([CH2:11][CH2:12][C:13]2[NH:24][N:23]=[C:19]([NH2:21])[CH:20]=2)[CH:8]=[CH:9][CH:10]=1)[CH3:3], predict the reactants needed to synthesize it. The reactants are: [CH3:1][CH:2]([O:4][C:5]1[CH:6]=[C:7]([CH2:11][CH2:12][C:13](OC)=O)[CH:8]=[CH:9][CH:10]=1)[CH3:3].[H-].[Na+].[C:19](#[N:21])[CH3:20].Cl.[NH2:23][NH2:24]. (4) Given the product [CH2:1]([N:16]1[C:13]2=[N:14][CH:15]=[C:10]([N+:7]([O-:9])=[O:8])[CH:11]=[C:12]2[CH:17]=[C:18]1[C:19]1[CH:24]=[CH:23][C:22]([CH3:26])=[CH:21][CH:20]=1)[CH3:2], predict the reactants needed to synthesize it. The reactants are: [CH3:1][C:2](C)([O-])C.[K+].[N+:7]([C:10]1[CH:11]=[C:12]([C:17]#[C:18][C:19]2[CH:24]=[CH:23][CH:22]=[CH:21][CH:20]=2)[C:13]([NH2:16])=[N:14][CH:15]=1)([O-:9])=[O:8].I[CH2:26]C.O.